This data is from Catalyst prediction with 721,799 reactions and 888 catalyst types from USPTO. The task is: Predict which catalyst facilitates the given reaction. (1) Reactant: [CH3:1][O:2][C:3]1[CH:26]=[CH:25][C:6]([CH2:7][N:8]2[C:17](=[O:18])[C:16]3[N:15]=[CH:14][C:13]([C:19](OCC)=[O:20])=[C:12]([OH:24])[C:11]=3[CH:10]=[CH:9]2)=[CH:5][CH:4]=1.[H-].[Al+3].[Li+].[H-].[H-].[H-]. Product: [CH3:1][O:2][C:3]1[CH:4]=[CH:5][C:6]([CH2:7][N:8]2[C:17](=[O:18])[C:16]3[N:15]=[CH:14][C:13]([CH2:19][OH:20])=[C:12]([OH:24])[C:11]=3[CH:10]=[CH:9]2)=[CH:25][CH:26]=1. The catalyst class is: 1. (2) Reactant: CO.N1CC[CH2:6][CH2:5][CH2:4]1.[ClH:9].Cl.C[O:12][C:13]([C:15]1[CH:38]=[CH:37][C:18]([CH2:19][NH:20][C:21]([NH:23][C:24]([NH:26][CH2:27][CH2:28][CH2:29][CH2:30][CH2:31][CH2:32][CH2:33][CH2:34][CH2:35][CH3:36])=[NH:25])=[NH:22])=[CH:17][CH:16]=1)=[O:14]. Product: [ClH:9].[CH3:4][C:5]1([CH3:6])[N:22]=[C:21]([NH:20][CH2:19][C:18]2[CH:37]=[CH:38][C:15]([C:13]([OH:12])=[O:14])=[CH:16][CH:17]=2)[NH:23][C:24]([NH:26][CH2:27][CH2:28][CH2:29][CH2:30][CH2:31][CH2:32][CH2:33][CH2:34][CH2:35][CH3:36])=[N:25]1. The catalyst class is: 21.